This data is from CYP2C9 inhibition data for predicting drug metabolism from PubChem BioAssay. The task is: Regression/Classification. Given a drug SMILES string, predict its absorption, distribution, metabolism, or excretion properties. Task type varies by dataset: regression for continuous measurements (e.g., permeability, clearance, half-life) or binary classification for categorical outcomes (e.g., BBB penetration, CYP inhibition). Dataset: cyp2c9_veith. The molecule is Cc1ccc(-c2nc3ccccc3[nH]2)cc1NC(=O)c1sc2ccccc2c1Cl. The result is 1 (inhibitor).